Dataset: Reaction yield outcomes from USPTO patents with 853,638 reactions. Task: Predict the reaction yield, written as a fraction of the theoretical maximum amount of product (1.0 means a 100% yield; for example, 0.34 means a 34% yield). (1) The reactants are [NH2:1][C:2]1[NH:7][C:6](=[O:8])[C:5]([CH2:9][NH:10][C:11]([C@H:13]2[CH2:18][CH2:17][C@H:16]([C:19]([O:21][CH3:22])=[O:20])[CH2:15][CH2:14]2)=O)=[N:4][N:3]=1.O=P(Cl)(Cl)Cl. The catalyst is ClCCCl. The product is [NH2:1][C:2]1[NH:7][C:6](=[O:8])[C:5]2=[CH:9][N:10]=[C:11]([C@H:13]3[CH2:18][CH2:17][C@H:16]([C:19]([O:21][CH3:22])=[O:20])[CH2:15][CH2:14]3)[N:4]2[N:3]=1. The yield is 0.760. (2) The reactants are [CH2:1]([N:3]1[C:12]2[C:7](=[CH:8][C:9]([CH3:26])=[C:10]([C:13]3[CH:14]=[C:15]([CH:18]=[CH:19][C:20]=3[O:21][C:22]([F:25])([F:24])[F:23])[CH:16]=[O:17])[CH:11]=2)[C:6]([CH3:28])([CH3:27])[CH2:5][C:4]1=[O:29])[CH3:2].[CH3:30][Mg]Br.CCOCC.CC(OI1(OC(C)=O)(OC(C)=O)OC(=O)C2C=CC=CC1=2)=O. The catalyst is C1COCC1.ClCCl. The product is [C:16]([C:15]1[CH:18]=[CH:19][C:20]([O:21][C:22]([F:23])([F:24])[F:25])=[C:13]([C:10]2[CH:11]=[C:12]3[C:7]([C:6]([CH3:28])([CH3:27])[CH2:5][C:4](=[O:29])[N:3]3[CH2:1][CH3:2])=[CH:8][C:9]=2[CH3:26])[CH:14]=1)(=[O:17])[CH3:30]. The yield is 0.750. (3) The reactants are [Br:1][C:2]1[CH:7]=[CH:6][C:5]([CH2:8][C:9]([C:27]2[CH:32]=[CH:31][C:30]([F:33])=[C:29]([C:34]([F:37])([F:36])[F:35])[CH:28]=2)([C:13]2[CH:18]=[C:17]([O:19][C:20]([F:25])([F:24])[CH:21]([F:23])[F:22])[CH:16]=[C:15]([F:26])[CH:14]=2)C(O)=O)=[CH:4][CH:3]=1.ClC(OCC)=O.[N-:44]=[N+]=[N-].[Na+].CC([O-])(C)C.[K+].CC(O)(C)C. The catalyst is CC(C)=O. The product is [Br:1][C:2]1[CH:7]=[CH:6][C:5]([CH2:8][C:9]([C:27]2[CH:32]=[CH:31][C:30]([F:33])=[C:29]([C:34]([F:37])([F:36])[F:35])[CH:28]=2)([C:13]2[CH:18]=[C:17]([O:19][C:20]([F:25])([F:24])[CH:21]([F:23])[F:22])[CH:16]=[C:15]([F:26])[CH:14]=2)[NH2:44])=[CH:4][CH:3]=1. The yield is 0.820. (4) The reactants are [Br:1]Br.C([O-])(=O)C.[Na+].[CH3:8][O:9][C:10]1[CH:15]=[CH:14][CH:13]=[CH:12][N:11]=1.[OH-].[Na+]. The catalyst is C(O)(=O)C. The product is [Br:1][C:13]1[CH:14]=[CH:15][C:10]([O:9][CH3:8])=[N:11][CH:12]=1. The yield is 0.510.